The task is: Predict which catalyst facilitates the given reaction.. This data is from Catalyst prediction with 721,799 reactions and 888 catalyst types from USPTO. Reactant: F[C:2]1[N:20]=[CH:19][CH:18]=[CH:17][C:3]=1[C:4]([NH:6][C:7]1[CH:8]=[CH:9][C:10]2[S:14][C:13]([CH3:15])=[N:12][C:11]=2[CH:16]=1)=[O:5].[NH:21]1[C:25]2=[N:26][CH:27]=[CH:28][C:29]([CH2:30][NH2:31])=[C:24]2[CH:23]=[N:22]1.CCN(C(C)C)C(C)C. Product: [CH3:15][C:13]1[S:14][C:10]2[CH:9]=[CH:8][C:7]([NH:6][C:4]([C:3]3[C:2]([NH:31][CH2:30][C:29]4[CH:28]=[CH:27][N:26]=[C:25]5[NH:21][N:22]=[CH:23][C:24]=45)=[N:20][CH:19]=[CH:18][CH:17]=3)=[O:5])=[CH:16][C:11]=2[N:12]=1. The catalyst class is: 37.